This data is from Forward reaction prediction with 1.9M reactions from USPTO patents (1976-2016). The task is: Predict the product of the given reaction. Given the reactants [CH3:1][O:2][C:3]([C:5]1[C:6]([CH3:45])=[C:7]2[C:12]([NH:13][C:14]3[CH:19]=[CH:18][C:17]([O:20][C:21]4[CH:26]=[CH:25][CH:24]=[CH:23][C:22]=4[O:27][C:28]([C:31](=[O:41])[NH:32][CH2:33][C:34]([O:36]C(C)(C)C)=[O:35])([CH3:30])[CH3:29])=[CH:16][CH:15]=3)=[C:11]([C:42]#[N:43])[CH:10]=[N:9][N:8]2[CH:44]=1)=[O:4], predict the reaction product. The product is: [CH3:1][O:2][C:3]([C:5]1[C:6]([CH3:45])=[C:7]2[C:12]([NH:13][C:14]3[CH:19]=[CH:18][C:17]([O:20][C:21]4[CH:26]=[CH:25][CH:24]=[CH:23][C:22]=4[O:27][C:28]([C:31](=[O:41])[NH:32][CH2:33][C:34]([OH:36])=[O:35])([CH3:30])[CH3:29])=[CH:16][CH:15]=3)=[C:11]([C:42]#[N:43])[CH:10]=[N:9][N:8]2[CH:44]=1)=[O:4].